This data is from CYP1A2 inhibition data for predicting drug metabolism from PubChem BioAssay. The task is: Regression/Classification. Given a drug SMILES string, predict its absorption, distribution, metabolism, or excretion properties. Task type varies by dataset: regression for continuous measurements (e.g., permeability, clearance, half-life) or binary classification for categorical outcomes (e.g., BBB penetration, CYP inhibition). Dataset: cyp1a2_veith. (1) The drug is CN1CCCN(S(=O)(=O)c2ccc3c(c2)OCCO3)CC1. The result is 0 (non-inhibitor). (2) The compound is COC(=O)Nc1nc2ccc(Sc3ccccc3)cc2[nH]1. The result is 1 (inhibitor). (3) The result is 1 (inhibitor). The drug is CC(C)Oc1ccc2ccccc2c1C=O. (4) The compound is COc1ncc2nc(-c3ccccc3)c(=O)n(C)c2n1. The result is 1 (inhibitor). (5) The drug is COC(=O)c1cn[nH]c1NC(=S)Nc1ccccc1C. The result is 1 (inhibitor). (6) The drug is CS(=O)(=O)N1N=C(c2ccc(Br)cc2)CC1c1ccc2c(c1)OCO2. The result is 1 (inhibitor). (7) The compound is COc1ccc(C(=O)c2ccccc2)c(O)c1. The result is 1 (inhibitor).